From a dataset of Forward reaction prediction with 1.9M reactions from USPTO patents (1976-2016). Predict the product of the given reaction. (1) Given the reactants [OH:1][C:2]1[CH:7]=[CH:6][C:5]([CH2:8][CH:9]([O:14][CH3:15])[C:10]([O:12]C)=[O:11])=[CH:4][CH:3]=1.[OH-].[Na+], predict the reaction product. The product is: [OH:1][C:2]1[CH:3]=[CH:4][C:5]([CH2:8][CH:9]([O:14][CH3:15])[C:10]([OH:12])=[O:11])=[CH:6][CH:7]=1. (2) The product is: [CH:1]1([N:4]([CH:33]2[CH2:35][CH2:34]2)[C:5]([C:7]2[N:30]([CH2:31][CH3:32])[C:10]3=[N:11][C:12]([NH:19][C:20]4[S:21][C:24]5[C:25]([CH3:29])=[N:26][N:27]([CH3:28])[C:23]=5[N:22]=4)=[C:13]4[N:17]=[CH:16][N:15]([CH3:18])[C:14]4=[C:9]3[CH:8]=2)=[O:6])[CH2:2][CH2:3]1. Given the reactants [CH:1]1([N:4]([CH:33]2[CH2:35][CH2:34]2)[C:5]([C:7]2[N:30]([CH2:31][CH3:32])[C:10]3=[N:11][C:12]([NH:19][C:20]([NH:22][C:23]4[N:27]([CH3:28])[N:26]=[C:25]([CH3:29])[CH:24]=4)=[S:21])=[C:13]4[N:17]=[CH:16][N:15]([CH3:18])[C:14]4=[C:9]3[CH:8]=2)=[O:6])[CH2:3][CH2:2]1.C1C(=O)N(I)C(=O)C1, predict the reaction product. (3) Given the reactants [Br:1][C:2]1[CH:17]=[CH:16][C:5]2[N:6]=[C:7]([O:9][CH:10]3[CH2:15][CH2:14][NH:13][CH2:12][CH2:11]3)[S:8][C:4]=2[CH:3]=1.CCN(CC)CC.Br[CH2:26][C:27]1[CH:32]=[CH:31][CH:30]=[CH:29][CH:28]=1, predict the reaction product. The product is: [CH2:26]([N:13]1[CH2:12][CH2:11][CH:10]([O:9][C:7]2[S:8][C:4]3[CH:3]=[C:2]([Br:1])[CH:17]=[CH:16][C:5]=3[N:6]=2)[CH2:15][CH2:14]1)[C:27]1[CH:32]=[CH:31][CH:30]=[CH:29][CH:28]=1. (4) Given the reactants [CH2:1]([C:3]([C:21]1[CH:43]=[CH:42][C:24]([O:25][CH2:26][CH2:27][CH2:28][CH2:29][CH2:30][N:31]2C(=O)C3C(=CC=CC=3)C2=O)=[C:23]([CH3:44])[CH:22]=1)([C:6]1[CH:11]=[CH:10][C:9]([C:12]#[C:13][C:14]([CH2:18][CH3:19])([OH:17])[CH2:15][CH3:16])=[C:8]([CH3:20])[CH:7]=1)[CH2:4][CH3:5])[CH3:2].CN, predict the reaction product. The product is: [NH2:31][CH2:30][CH2:29][CH2:28][CH2:27][CH2:26][O:25][C:24]1[CH:42]=[CH:43][C:21]([C:3]([C:6]2[CH:11]=[CH:10][C:9]([C:12]#[C:13][C:14]([CH2:15][CH3:16])([OH:17])[CH2:18][CH3:19])=[C:8]([CH3:20])[CH:7]=2)([CH2:4][CH3:5])[CH2:1][CH3:2])=[CH:22][C:23]=1[CH3:44].